From a dataset of NCI-60 drug combinations with 297,098 pairs across 59 cell lines. Regression. Given two drug SMILES strings and cell line genomic features, predict the synergy score measuring deviation from expected non-interaction effect. (1) Drug 1: CS(=O)(=O)C1=CC(=C(C=C1)C(=O)NC2=CC(=C(C=C2)Cl)C3=CC=CC=N3)Cl. Drug 2: C1=CC(=CC=C1C#N)C(C2=CC=C(C=C2)C#N)N3C=NC=N3. Cell line: SF-539. Synergy scores: CSS=6.02, Synergy_ZIP=-2.41, Synergy_Bliss=1.45, Synergy_Loewe=2.73, Synergy_HSA=2.05. (2) Drug 1: C1=NC2=C(N=C(N=C2N1C3C(C(C(O3)CO)O)O)F)N. Drug 2: C1=CN(C=N1)CC(O)(P(=O)(O)O)P(=O)(O)O. Cell line: NCI-H522. Synergy scores: CSS=10.1, Synergy_ZIP=-4.11, Synergy_Bliss=-1.29, Synergy_Loewe=-1.78, Synergy_HSA=-2.13. (3) Drug 1: C1=CC=C(C(=C1)C(C2=CC=C(C=C2)Cl)C(Cl)Cl)Cl. Drug 2: C1=NC2=C(N=C(N=C2N1C3C(C(C(O3)CO)O)F)Cl)N. Cell line: HS 578T. Synergy scores: CSS=1.53, Synergy_ZIP=-1.64, Synergy_Bliss=-3.71, Synergy_Loewe=-16.4, Synergy_HSA=-6.14. (4) Drug 1: C1C(C(OC1N2C=C(C(=O)NC2=O)F)CO)O. Drug 2: CC12CCC3C(C1CCC2O)C(CC4=C3C=CC(=C4)O)CCCCCCCCCS(=O)CCCC(C(F)(F)F)(F)F. Cell line: SF-268. Synergy scores: CSS=13.3, Synergy_ZIP=-3.86, Synergy_Bliss=3.67, Synergy_Loewe=-11.3, Synergy_HSA=1.39.